From a dataset of Full USPTO retrosynthesis dataset with 1.9M reactions from patents (1976-2016). Predict the reactants needed to synthesize the given product. (1) Given the product [Cl:1][C:2]1[N:3]=[C:4]([N:19]2[CH2:24][CH2:23][O:22][CH2:21][CH2:20]2)[C:5]2[N:10]=[C:9]([CH:11]=[O:26])[S:8][C:6]=2[N:7]=1, predict the reactants needed to synthesize it. The reactants are: [Cl:1][C:2]1[N:3]=[C:4]([N:19]2[CH2:24][CH2:23][O:22][CH2:21][CH2:20]2)[C:5]2[N:10]=[C:9]([CH:11]=CC3C=CC=CC=3)[S:8][C:6]=2[N:7]=1.I(O)(=O)(=O)=[O:26]. (2) Given the product [F:27][C:28]1[CH:35]=[CH:34][CH:33]=[C:32]([F:36])[C:29]=1[CH2:30][N:11]1[C:10](=[O:13])[NH:9][C:8](=[O:14])[C:7]([C:1]2[CH:2]=[CH:3][CH:4]=[CH:5][CH:6]=2)=[N:12]1, predict the reactants needed to synthesize it. The reactants are: [C:1]1([C:7]2[C:8](=[O:14])[NH:9][C:10](=[O:13])[NH:11][N:12]=2)[CH:6]=[CH:5][CH:4]=[CH:3][CH:2]=1.C[Si](C([Si](C)(C)C)C(N)=O)(C)C.[F:27][C:28]1[CH:35]=[CH:34][CH:33]=[C:32]([F:36])[C:29]=1[CH2:30]Br. (3) Given the product [C:25]([O:24][C@H:23]1[C@@H:18]([O:19][C:20](=[O:22])[CH3:21])[C@H:13]([O:14][C:15](=[O:17])[CH3:16])[C@@H:8]([CH2:5][O:4][C:1](=[O:3])[CH3:2])[O:9][CH:10]1[OH:12])(=[O:27])[CH3:26], predict the reactants needed to synthesize it. The reactants are: [C:1]([O:4][C@@H:5]([C@H:8]([C@@H:13]([C@@H:18]([CH2:23][O:24][C:25](=[O:27])[CH3:26])[O:19][C:20](=[O:22])[CH3:21])[O:14][C:15](=[O:17])[CH3:16])[O:9][C:10](=[O:12])C)C=O)(=[O:3])[CH3:2].C(O)C#C.C1(P(C2C=CC=CC=2)C2C=CC=CC=2)C=CC=CC=1. (4) Given the product [OH:2][C:3]1[CH:4]=[C:5]([CH2:11][CH2:12][N:13]2[CH2:14][CH2:15][N:16]([CH2:19][CH2:20][CH2:21][C:22]3[CH:23]=[CH:24][CH:25]=[CH:26][CH:27]=3)[CH2:17][CH2:18]2)[CH:6]=[CH:7][C:8]=1[OH:9], predict the reactants needed to synthesize it. The reactants are: C[O:2][C:3]1[CH:4]=[C:5]([CH2:11][CH2:12][N:13]2[CH2:18][CH2:17][N:16]([CH2:19][CH2:20][CH2:21][C:22]3[CH:27]=[CH:26][CH:25]=[CH:24][CH:23]=3)[CH2:15][CH2:14]2)[CH:6]=[CH:7][C:8]=1[O:9]C.B(Br)(Br)Br.O.C(=O)(O)[O-].[Na+]. (5) Given the product [Cl:15][C:2]1[CH:11]=[CH:10][C:9]2[C:8](=[O:12])[NH:7][CH2:6][CH2:5][C:4]=2[N:3]=1, predict the reactants needed to synthesize it. The reactants are: O[C:2]1[CH:11]=[CH:10][C:9]2[C:8](=[O:12])[NH:7][CH2:6][CH2:5][C:4]=2[N:3]=1.P(Cl)(Cl)([Cl:15])=O. (6) Given the product [N:7]1[CH:8]=[CH:9][N:10]=[CH:11][C:6]=1[C:4](=[O:5])[CH2:3][N:13]([CH3:12])[C:19](=[O:21])[O:18][C:15]([CH3:17])([CH3:16])[CH3:14], predict the reactants needed to synthesize it. The reactants are: Br.Br[CH2:3][C:4]([C:6]1[CH:11]=[N:10][CH:9]=[CH:8][N:7]=1)=[O:5].[CH3:12][NH2:13].[CH3:14][C:15]([O:18][C:19]([O:21]C(OC(C)(C)C)=O)=O)([CH3:17])[CH3:16]. (7) Given the product [OH:24][CH2:23][C:15]1[CH:14]=[C:13]([CH:22]=[C:17]([CH2:18][OH:19])[CH:16]=1)[O:12][CH:11]([C:27]1[CH:32]=[CH:31][CH:30]=[CH:29][CH:28]=1)[CH2:10][CH2:9][N:8]([CH3:33])[C:6](=[O:7])[O:5][C:1]([CH3:3])([CH3:2])[CH3:4], predict the reactants needed to synthesize it. The reactants are: [C:1]([O:5][C:6]([N:8]([CH3:33])[CH2:9][CH2:10][CH:11]([C:27]1[CH:32]=[CH:31][CH:30]=[CH:29][CH:28]=1)[O:12][C:13]1[CH:14]=[C:15]([C:23](OC)=[O:24])[CH:16]=[C:17]([CH:22]=1)[C:18](OC)=[O:19])=[O:7])([CH3:4])([CH3:3])[CH3:2].[H-].[Al+3].[Li+].[H-].[H-].[H-]. (8) The reactants are: [CH:1]1([NH:8][CH2:9][CH2:10]O)[CH2:7][CH2:6][CH2:5][CH2:4][CH2:3][CH2:2]1.O=S(Cl)[Cl:14]. Given the product [Cl-:14].[CH:1]1([NH2+:8][CH2:9][CH2:10][Cl:14])[CH2:7][CH2:6][CH2:5][CH2:4][CH2:3][CH2:2]1, predict the reactants needed to synthesize it. (9) Given the product [CH3:1][O:2][C:3]([C:6]1[CH:11]=[C:10]([C:26]2[C:34]3[C:29](=[CH:30][CH:31]=[C:32]([N+:35]([O-:37])=[O:36])[CH:33]=3)[N:28]([C:38]([C:51]3[CH:56]=[CH:55][CH:54]=[CH:53][CH:52]=3)([C:39]3[CH:40]=[CH:41][CH:42]=[CH:43][CH:44]=3)[C:45]3[CH:50]=[CH:49][CH:48]=[CH:47][CH:46]=3)[N:27]=2)[CH:9]=[CH:8][N:7]=1)([CH3:4])[CH3:5], predict the reactants needed to synthesize it. The reactants are: [CH3:1][O:2][C:3]([C:6]1[CH:11]=[C:10]([Sn](CCCC)(CCCC)CCCC)[CH:9]=[CH:8][N:7]=1)([CH3:5])[CH3:4].Br[C:26]1[C:34]2[C:29](=[CH:30][CH:31]=[C:32]([N+:35]([O-:37])=[O:36])[CH:33]=2)[N:28]([C:38]([C:51]2[CH:56]=[CH:55][CH:54]=[CH:53][CH:52]=2)([C:45]2[CH:50]=[CH:49][CH:48]=[CH:47][CH:46]=2)[C:39]2[CH:44]=[CH:43][CH:42]=[CH:41][CH:40]=2)[N:27]=1.[F-].[Cs+].